Task: Regression. Given a peptide amino acid sequence and an MHC pseudo amino acid sequence, predict their binding affinity value. This is MHC class I binding data.. Dataset: Peptide-MHC class I binding affinity with 185,985 pairs from IEDB/IMGT (1) The peptide sequence is AIRAGYSIV. The MHC is HLA-A68:02 with pseudo-sequence HLA-A68:02. The binding affinity (normalized) is 0.109. (2) The peptide sequence is WRFDSHLAF. The MHC is HLA-B58:01 with pseudo-sequence HLA-B58:01. The binding affinity (normalized) is 0.0665. (3) The peptide sequence is RHIAIQVCY. The MHC is HLA-B07:02 with pseudo-sequence HLA-B07:02. The binding affinity (normalized) is 0.0847. (4) The peptide sequence is STTVKAACWW. The MHC is HLA-A23:01 with pseudo-sequence HLA-A23:01. The binding affinity (normalized) is 0. (5) The peptide sequence is ASVKKDLISY. The MHC is HLA-A01:01 with pseudo-sequence HLA-A01:01. The binding affinity (normalized) is 0.0256. (6) The peptide sequence is GVEDTESIER. The MHC is HLA-A68:01 with pseudo-sequence HLA-A68:01. The binding affinity (normalized) is 0.305.